From a dataset of Full USPTO retrosynthesis dataset with 1.9M reactions from patents (1976-2016). Predict the reactants needed to synthesize the given product. (1) Given the product [O:13]1[C:12]2([CH2:17][CH2:18][C:9]([C:21]3[C:26]([OH:27])=[CH:25][CH:24]=[CH:23][N:22]=3)=[CH:10][CH2:11]2)[O:16][CH2:15][CH2:14]1, predict the reactants needed to synthesize it. The reactants are: CC1(C)C(C)(C)OB([C:9]2[CH2:18][CH2:17][C:12]3([O:16][CH2:15][CH2:14][O:13]3)[CH2:11][CH:10]=2)O1.I[C:21]1[C:26]([OH:27])=[CH:25][CH:24]=[CH:23][N:22]=1.C([O-])([O-])=O.[Na+].[Na+]. (2) Given the product [NH2:20][C:17]1[CH:18]=[C:19]2[C:14](=[CH:15][C:16]=1[O:23][CH3:24])[N:13]=[CH:12][C:11]([C:25]#[N:26])=[C:10]2[NH:9][C:4]1[CH:5]=[CH:6][C:7]([F:8])=[C:2]([Cl:1])[CH:3]=1, predict the reactants needed to synthesize it. The reactants are: [Cl:1][C:2]1[CH:3]=[C:4]([NH:9][C:10]2[C:19]3[C:14](=[CH:15][C:16]([O:23][CH3:24])=[C:17]([N+:20]([O-])=O)[CH:18]=3)[N:13]=[CH:12][C:11]=2[C:25]#[N:26])[CH:5]=[CH:6][C:7]=1[F:8].[Cl-].[NH4+].CO. (3) The reactants are: [Br:1][C:2]1[CH:11]=[CH:10][C:5]([C:6]([O:8][CH3:9])=[O:7])=[C:4]([CH3:12])[CH:3]=1.[Br:13]N1C(=O)CCC1=O.C(OOC(=O)C1C=CC=CC=1)(=O)C1C=CC=CC=1.Cl. Given the product [Br:1][C:2]1[CH:11]=[CH:10][C:5]([C:6]([O:8][CH3:9])=[O:7])=[C:4]([CH2:12][Br:13])[CH:3]=1, predict the reactants needed to synthesize it. (4) Given the product [C:1]([C:3]1[C:4](=[O:5])[NH:6][C:19]([CH2:20][CH3:21])=[C:13]([C:14]([O:16][CH2:17][CH3:18])=[O:15])[CH:12]=1)#[N:2], predict the reactants needed to synthesize it. The reactants are: [C:1]([CH2:3][C:4]([NH2:6])=[O:5])#[N:2].[H-].[Na+].CN([CH:12]=[C:13]([C:19](=O)[CH2:20][CH3:21])[C:14]([O:16][CH2:17][CH3:18])=[O:15])C.Cl. (5) Given the product [C:27]([C:25]1[C:24]([O:31][CH3:32])=[CH:23][C:16]([CH2:17][NH:18][S:19]([CH3:22])(=[O:21])=[O:20])=[C:15]([C:14]2[C:9](=[O:8])[NH:10][C:11]([CH3:33])=[CH:12][CH:13]=2)[CH:26]=1)([CH3:30])([CH3:28])[CH3:29], predict the reactants needed to synthesize it. The reactants are: C([O:8][C:9]1[C:14]([C:15]2[CH:26]=[C:25]([C:27]([CH3:30])([CH3:29])[CH3:28])[C:24]([O:31][CH3:32])=[CH:23][C:16]=2[CH2:17][NH:18][S:19]([CH3:22])(=[O:21])=[O:20])=[CH:13][CH:12]=[C:11]([CH3:33])[N:10]=1)C1C=CC=CC=1.